Task: Predict the product of the given reaction.. Dataset: Forward reaction prediction with 1.9M reactions from USPTO patents (1976-2016) The product is: [CH2:12]([NH:11][CH2:15][CH:16]1[CH2:17][CH2:18][N:19]([C:22]([O:24][C:25]([CH3:26])([CH3:28])[CH3:27])=[O:23])[CH2:20][CH2:21]1)[CH2:13][CH3:14]. Given the reactants C(OC([N:11]([CH2:15][CH:16]1[CH2:21][CH2:20][N:19]([C:22]([O:24][C:25]([CH3:28])([CH3:27])[CH3:26])=[O:23])[CH2:18][CH2:17]1)[CH2:12][CH2:13][CH3:14])=O)C1C=CC=CC=1.[H][H], predict the reaction product.